Dataset: Forward reaction prediction with 1.9M reactions from USPTO patents (1976-2016). Task: Predict the product of the given reaction. Given the reactants [CH3:1][C:2]1[N:7]2[N:8]=[N:9][N:10]=[C:6]2[C:5]([N+:11]([O-])=O)=[C:4]([NH:14][CH2:15][CH2:16][CH2:17][OH:18])[C:3]=1[CH3:19], predict the reaction product. The product is: [NH2:11][C:5]1[C:6]2[N:7]([N:8]=[N:9][N:10]=2)[C:2]([CH3:1])=[C:3]([CH3:19])[C:4]=1[NH:14][CH2:15][CH2:16][CH2:17][OH:18].